This data is from Reaction yield outcomes from USPTO patents with 853,638 reactions. The task is: Predict the reaction yield, written as a fraction of the theoretical maximum amount of product (1.0 means a 100% yield; for example, 0.34 means a 34% yield). (1) The product is [CH:15]([C:19]1[C:20]([Cl:34])=[N:21][C:22]([S:32]([CH3:33])(=[O:9])=[O:35])=[N:23][C:24]=1[N:25]1[CH2:26][CH2:27][CH:28]([CH3:31])[CH2:29][CH2:30]1)([CH2:17][CH3:18])[CH3:16]. No catalyst specified. The reactants are ClC1C=CC=C(C(OO)=[O:9])C=1.ClCCl.[CH:15]([C:19]1[C:20]([Cl:34])=[N:21][C:22]([S:32][CH3:33])=[N:23][C:24]=1[N:25]1[CH2:30][CH2:29][CH:28]([CH3:31])[CH2:27][CH2:26]1)([CH2:17][CH3:18])[CH3:16].[OH2:35]. The yield is 0.960. (2) The product is [F:13][CH:12]([F:14])[C:5]1[C:4]([C:15]([O:17][CH3:18])=[O:16])=[C:3]([CH2:19][CH:20]([CH3:22])[CH3:21])[C:2]([SH:23])=[C:7]([C:8]([F:11])([F:10])[F:9])[N:6]=1. The reactants are Br[C:2]1[C:3]([CH2:19][CH:20]([CH3:22])[CH3:21])=[C:4]([C:15]([O:17][CH3:18])=[O:16])[C:5]([CH:12]([F:14])[F:13])=[N:6][C:7]=1[C:8]([F:11])([F:10])[F:9].[S-2:23].[Li+].[Li+]. The yield is 0.830. The catalyst is CN(C=O)C.Cl. (3) The reactants are [CH2:1]([S:8][CH:9]([CH:42]=O)[CH2:10][NH:11][C:12]([C:14]1[NH:15][C:16]2[C:21]([CH:22]=1)=[CH:20][C:19]([O:23][CH2:24][CH2:25][CH2:26][S:27]([CH3:30])(=[O:29])=[O:28])=[CH:18][C:17]=2[N:31]([CH3:41])[S:32]([C:35]1[CH:40]=[CH:39][CH:38]=[CH:37][N:36]=1)(=[O:34])=[O:33])=[O:13])[C:2]1[CH:7]=[CH:6][CH:5]=[CH:4][CH:3]=1.[C:44]([N:47]1[CH2:52][CH2:51][NH:50][CH2:49][CH2:48]1)(=[O:46])[CH3:45].C(O[BH-](OC(=O)C)OC(=O)C)(=O)C.[Na+].C(O)(=O)CC(CC(O)=O)(C(O)=O)O.C(=O)([O-])O.[Na+]. The catalyst is ClCCCl. The product is [C:44]([N:47]1[CH2:52][CH2:51][N:50]([CH2:42][CH:9]([S:8][CH2:1][C:2]2[CH:3]=[CH:4][CH:5]=[CH:6][CH:7]=2)[CH2:10][NH:11][C:12]([C:14]2[NH:15][C:16]3[C:21]([CH:22]=2)=[CH:20][C:19]([O:23][CH2:24][CH2:25][CH2:26][S:27]([CH3:30])(=[O:29])=[O:28])=[CH:18][C:17]=3[N:31]([CH3:41])[S:32]([C:35]2[CH:40]=[CH:39][CH:38]=[CH:37][N:36]=2)(=[O:33])=[O:34])=[O:13])[CH2:49][CH2:48]1)(=[O:46])[CH3:45]. The yield is 0.850. (4) The reactants are [CH3:1][O:2][C:3]([CH:5]1[CH2:9][C:8](=[O:10])[NH:7][CH2:6]1)=[O:4].[CH2:11]([O:13][C:14](=[O:27])[CH2:15][O:16][C:17]1[C:18]([N+:24]([O-:26])=[O:25])=[N:19][C:20](Br)=[CH:21][CH:22]=1)[CH3:12].C1(P(C2C=CC=CC=2)C2C=CC3C(=CC=CC=3)C=2C2C3C(=CC=CC=3)C=CC=2P(C2C=CC=CC=2)C2C=CC=CC=2)C=CC=CC=1.P([O-])([O-])([O-])=O.[K+].[K+].[K+]. The catalyst is C([O-])(=O)C.[Pd+2].C([O-])(=O)C.C(OCC)(=O)C.O1CCOCC1. The product is [CH3:1][O:2][C:3]([CH:5]1[CH2:9][C:8](=[O:10])[N:7]([C:20]2[CH:21]=[CH:22][C:17]([O:16][CH2:15][C:14]([O:13][CH2:11][CH3:12])=[O:27])=[C:18]([N+:24]([O-:26])=[O:25])[N:19]=2)[CH2:6]1)=[O:4]. The yield is 0.760.